Task: Predict which catalyst facilitates the given reaction.. Dataset: Catalyst prediction with 721,799 reactions and 888 catalyst types from USPTO (1) Reactant: Br[CH2:2]/[CH:3]=[CH:4]/[C:5]([NH:7][C:8]1[CH:9]=[C:10]2[C:15](=[CH:16][C:17]=1[O:18][C@H:19]1[CH2:23][CH2:22][O:21][CH2:20]1)[N:14]=[CH:13][N:12]=[C:11]2[NH:24][C:25]1[CH:30]=[CH:29][C:28]([Cl:31])=[C:27]([Cl:32])[C:26]=1[F:33])=[O:6].CCN(C(C)C)C(C)C.[O:43]1[C@H:48]2[CH2:49][NH:50][CH2:51][C@H:47]2[O:46][CH2:45][CH2:44]1.O. Product: [Cl:32][C:27]1[C:26]([F:33])=[C:25]([NH:24][C:11]2[C:10]3[C:15](=[CH:16][C:17]([O:18][C@H:19]4[CH2:23][CH2:22][O:21][CH2:20]4)=[C:8]([NH:7][C:5](=[O:6])/[CH:4]=[CH:3]/[CH2:2][N:50]4[CH2:49][C@H:48]5[O:43][CH2:44][CH2:45][O:46][C@H:47]5[CH2:51]4)[CH:9]=3)[N:14]=[CH:13][N:12]=2)[CH:30]=[CH:29][C:28]=1[Cl:31]. The catalyst class is: 44. (2) Reactant: [BH4-].[Na+].[CH2:3]([O:5][C:6]1[CH:7]=[C:8]([C:15]2[S:16][CH:17]=[C:18]([CH2:20][CH2:21][C:22]([C:24]3[CH:29]=[CH:28][CH:27]=[CH:26][C:25]=3[O:30][CH3:31])=[O:23])[N:19]=2)[CH:9]=[CH:10][C:11]=1[O:12][CH2:13][CH3:14])[CH3:4].[Cl-].[NH4+]. The catalyst class is: 36. Product: [CH2:3]([O:5][C:6]1[CH:7]=[C:8]([C:15]2[S:16][CH:17]=[C:18]([CH2:20][CH2:21][CH:22]([C:24]3[CH:29]=[CH:28][CH:27]=[CH:26][C:25]=3[O:30][CH3:31])[OH:23])[N:19]=2)[CH:9]=[CH:10][C:11]=1[O:12][CH2:13][CH3:14])[CH3:4]. (3) Reactant: OC[CH2:3][CH2:4][C:5]([CH3:12])([CH3:11])[C:6](=O)[CH2:7][C:8]#[N:9].Cl.[NH2:14][NH2:15].C([O-])([O-])=[O:17].[K+].[K+]. Product: [NH2:9][C:8]1[NH:15][N:14]=[C:6]([C:5]([CH3:12])([CH3:11])[CH2:4][CH2:3][OH:17])[CH:7]=1. The catalyst class is: 8. (4) Reactant: [CH2:1]([C:3]1[CH:8]=[CH:7][CH:6]=[C:5]([N+:9]([O-:11])=[O:10])[C:4]=1[NH:12]C(=O)C)[CH3:2]. Product: [CH2:1]([C:3]1[CH:8]=[CH:7][CH:6]=[C:5]([N+:9]([O-:11])=[O:10])[C:4]=1[NH2:12])[CH3:2]. The catalyst class is: 811. (5) Reactant: [CH3:1][O:2][CH2:3][O:4][C:5]1[CH:6]=[C:7]([CH:10]=[CH:11][C:12]=1[O:13][CH2:14][O:15][CH3:16])[CH:8]=O.[S:17]1[CH2:21][C:20](=[O:22])[NH:19][C:18]1=[O:23].C(O)(=O)C1C=CC=CC=1.N1CCCCC1. Product: [CH3:1][O:2][CH2:3][O:4][C:5]1[CH:6]=[C:7]([CH:10]=[CH:11][C:12]=1[O:13][CH2:14][O:15][CH3:16])[CH:8]=[C:21]1[S:17][C:18](=[O:23])[NH:19][C:20]1=[O:22]. The catalyst class is: 345.